From a dataset of Full USPTO retrosynthesis dataset with 1.9M reactions from patents (1976-2016). Predict the reactants needed to synthesize the given product. Given the product [N+:8]([C:5]1[CH:6]=[CH:7][C:2]([N:11]2[CH2:16][CH2:15][NH:14][CH2:13][CH2:12]2)=[CH:3][CH:4]=1)([O-:10])=[O:9], predict the reactants needed to synthesize it. The reactants are: Cl[C:2]1[CH:7]=[CH:6][C:5]([N+:8]([O-:10])=[O:9])=[CH:4][CH:3]=1.[NH:11]1[CH2:16][CH2:15][NH:14][CH2:13][CH2:12]1.Cl.